From a dataset of Full USPTO retrosynthesis dataset with 1.9M reactions from patents (1976-2016). Predict the reactants needed to synthesize the given product. (1) Given the product [S:1]1[CH:5]=[CH:4][CH:3]=[C:2]1[C:6]1[C:15]([C:16]2[S:17][CH:18]=[CH:19][CH:20]=2)=[N:14][C:13]2[C:8](=[CH:9][CH:10]=[CH:11][C:12]=2[NH2:21])[N:7]=1, predict the reactants needed to synthesize it. The reactants are: [S:1]1[CH:5]=[CH:4][CH:3]=[C:2]1[C:6]1[C:15]([C:16]2[S:17][CH:18]=[CH:19][CH:20]=2)=[N:14][C:13]2[C:8](=[CH:9][CH:10]=[CH:11][C:12]=2[N+:21]([O-])=O)[N:7]=1. (2) Given the product [CH2:11]([O:10][C:8]1[CH:9]=[C:2]([Cl:1])[C:3]([CH:4]([C:31]2[CH:36]=[CH:35][C:34]([O:37][CH2:38][O:39][CH3:40])=[C:33]([CH2:41][C:42]3[CH:43]=[CH:44][C:45]([F:48])=[CH:46][CH:47]=3)[CH:32]=2)[OH:5])=[C:6]([Cl:18])[CH:7]=1)[C:12]1[CH:13]=[CH:14][CH:15]=[CH:16][CH:17]=1, predict the reactants needed to synthesize it. The reactants are: [Cl:1][C:2]1[CH:9]=[C:8]([O:10][CH2:11][C:12]2[CH:17]=[CH:16][CH:15]=[CH:14][CH:13]=2)[CH:7]=[C:6]([Cl:18])[C:3]=1[CH:4]=[O:5].CC1C=C(C=C(C)C=1C[C:31]1[CH:36]=[CH:35][C:34]([O:37][CH2:38][O:39][CH3:40])=[C:33]([CH2:41][C:42]2[CH:47]=[CH:46][C:45]([F:48])=[CH:44][CH:43]=2)[CH:32]=1)C(OC)=O. (3) Given the product [F:1][C:2]1[C:7]([C:8]([F:9])([F:10])[F:11])=[CH:6][CH:5]=[CH:4][C:3]=1[CH:12]1[CH2:17][CH2:16][N:15]([CH2:25][CH2:26][OH:27])[CH2:14][CH2:13]1, predict the reactants needed to synthesize it. The reactants are: [F:1][C:2]1[C:7]([C:8]([F:11])([F:10])[F:9])=[CH:6][CH:5]=[CH:4][C:3]=1[CH:12]1[CH2:17][CH2:16][NH:15][CH2:14][CH2:13]1.C(=O)([O-])[O-].[K+].[K+].I[CH2:25][CH2:26][OH:27].Cl. (4) Given the product [CH2:1]([O:5][CH2:6][CH2:7][O:8][C:9]1[CH:10]=[CH:11][C:12]([C:15]2[CH:20]=[CH:19][C:18]([N:21]3[CH2:26][CH2:25][CH:24]([CH3:27])[CH2:23][CH2:22]3)=[C:17](/[CH:28]=[C:29](\[CH3:35])/[C:30]([OH:32])=[O:31])[CH:16]=2)=[CH:13][CH:14]=1)[CH2:2][CH2:3][CH3:4], predict the reactants needed to synthesize it. The reactants are: [CH2:1]([O:5][CH2:6][CH2:7][O:8][C:9]1[CH:14]=[CH:13][C:12]([C:15]2[CH:20]=[CH:19][C:18]([N:21]3[CH2:26][CH2:25][CH:24]([CH3:27])[CH2:23][CH2:22]3)=[C:17](/[CH:28]=[C:29](\[CH3:35])/[C:30]([O:32]CC)=[O:31])[CH:16]=2)=[CH:11][CH:10]=1)[CH2:2][CH2:3][CH3:4].[OH-].[Na+].Cl. (5) Given the product [CH:1]1([S:4]([C:7]2[CH:12]=[CH:11][C:10]([CH:13]([C:14]3[NH:42][C:17]([C:19]4[S:20][C:21]([CH:24]([OH:29])[C:25]([F:28])([F:26])[F:27])=[CH:22][N:23]=4)=[CH:16][CH:15]=3)[CH2:31][CH:32]3[CH2:33][CH2:34][O:35][CH2:36][CH2:37]3)=[CH:9][CH:8]=2)(=[O:6])=[O:5])[CH2:3][CH2:2]1, predict the reactants needed to synthesize it. The reactants are: [CH:1]1([S:4]([C:7]2[CH:12]=[CH:11][C:10]([CH:13]([CH2:31][CH:32]3[CH2:37][CH2:36][O:35][CH2:34][CH2:33]3)[C:14](=O)[CH2:15][CH2:16][C:17]([C:19]3[S:20][C:21]([CH:24]([OH:29])[C:25]([F:28])([F:27])[F:26])=[CH:22][N:23]=3)=O)=[CH:9][CH:8]=2)(=[O:6])=[O:5])[CH2:3][CH2:2]1.C([O-])(=O)C.[NH4+:42].[OH-].[Na+]. (6) The reactants are: [Cl:1][C:2]1[CH:27]=[CH:26][C:5]([CH2:6][N:7]2[C:15]3[C:10](=[CH:11][C:12]([CH:16]=[C:17]4[S:21][C:20](SCC)=[N:19][C:18]4=[O:25])=[CH:13][CH:14]=3)[CH:9]=[N:8]2)=[C:4]([C:28]([F:31])([F:30])[F:29])[CH:3]=1.[C:32]([O:36][C:37]([N:39]1[CH2:44][CH2:43][NH:42][CH2:41][CH:40]1[C:45](=[O:49])[NH:46][O:47][CH3:48])=[O:38])([CH3:35])([CH3:34])[CH3:33]. Given the product [C:32]([O:36][C:37]([N:39]1[CH2:44][CH2:43][N:42]([C:20]2[S:21][C:17](=[CH:16][C:12]3[CH:11]=[C:10]4[C:15](=[CH:14][CH:13]=3)[N:7]([CH2:6][C:5]3[CH:26]=[CH:27][C:2]([Cl:1])=[CH:3][C:4]=3[C:28]([F:30])([F:29])[F:31])[N:8]=[CH:9]4)[C:18](=[O:25])[N:19]=2)[CH2:41][CH:40]1[C:45](=[O:49])[NH:46][O:47][CH3:48])=[O:38])([CH3:35])([CH3:34])[CH3:33], predict the reactants needed to synthesize it.